Dataset: Forward reaction prediction with 1.9M reactions from USPTO patents (1976-2016). Task: Predict the product of the given reaction. (1) Given the reactants [CH2:1]([N:3]1[CH2:8][CH2:7][N:6]([C:9]2[CH:14]=[CH:13][C:12]([NH:15][C:16]3[N:21]=[CH:20][C:19]([CH2:22][CH2:23][C:24]4[CH:25]=[C:26]([CH:36]=[C:37]([O:39][CH3:40])[CH:38]=4)[C:27]([NH:29][O:30][CH2:31][CH2:32][O:33]C=C)=[O:28])=[CH:18][N:17]=3)=[CH:11][CH:10]=2)[CH2:5][CH2:4]1)[CH3:2].Cl, predict the reaction product. The product is: [CH2:1]([N:3]1[CH2:8][CH2:7][N:6]([C:9]2[CH:10]=[CH:11][C:12]([NH:15][C:16]3[N:21]=[CH:20][C:19]([CH2:22][CH2:23][C:24]4[CH:25]=[C:26]([CH:36]=[C:37]([O:39][CH3:40])[CH:38]=4)[C:27]([NH:29][O:30][CH2:31][CH2:32][OH:33])=[O:28])=[CH:18][N:17]=3)=[CH:13][CH:14]=2)[CH2:5][CH2:4]1)[CH3:2]. (2) Given the reactants Br[C:2]1[CH:7]=[CH:6][C:5]([C:8]([CH3:12])([CH3:11])[CH2:9][OH:10])=[CH:4][CH:3]=1.[CH3:13][C:14]1([CH3:30])[C:18]([CH3:20])([CH3:19])[O:17][B:16]([B:16]2[O:17][C:18]([CH3:20])([CH3:19])[C:14]([CH3:30])([CH3:13])[O:15]2)[O:15]1.CC([O-])=O.[K+], predict the reaction product. The product is: [CH3:11][C:8]([C:5]1[CH:6]=[CH:7][C:2]([B:16]2[O:17][C:18]([CH3:20])([CH3:19])[C:14]([CH3:30])([CH3:13])[O:15]2)=[CH:3][CH:4]=1)([CH3:12])[CH2:9][OH:10].